This data is from Experimentally validated miRNA-target interactions with 360,000+ pairs, plus equal number of negative samples. The task is: Binary Classification. Given a miRNA mature sequence and a target amino acid sequence, predict their likelihood of interaction. (1) The miRNA is hsa-miR-4525 with sequence GGGGGGAUGUGCAUGCUGGUU. The protein sequence of the target gene is MAARKGRRRTCETGEPMEAESGDTSSEGPAQVYLPGRGPPLREGEELVMDEEAYVLYHRAQTGAPCLSFDIVRDHLGDNRTELPLTLYLCAGTQAESAQSNRLMMLRMHNLHGTKPPPSEGSDEEEEEEDEEDEEERKPQLELAMVPHYGGINRVRVSWLGEEPVAGVWSEKGQVEVFALRRLLQVVEEPQALAAFLRDEQAQMKPIFSFAGHMGEGFALDWSPRVTGRLLTGDCQKNIHLWTPTDGGSWHVDQRPFVGHTRSVEDLQWSPTENTVFASCSADASIRIWDIRAAPSKACM.... Result: 1 (interaction). (2) The miRNA is hsa-miR-4774-3p with sequence AUUGCCUAACAUGUGCCAGAA. The protein sequence of the target gene is MWMFSWLCAILIILAIAGMNTIAKTTPHTKFTKKSEEREMPKGLKPSSGPPPEEEETLFTEMAEMAEPITKPSALDSVFGTATLSPFENFTLDPADFFLNCCDCCSPVPGQKGEPGETGQPGPKGEAGNLGIPGPPGVVGPQGPRGYKGEKGLKGERGDQGVPGYPGKPGAQGEPGPKGDKGNIGLGGVKGQKGSKGDTCGNCTKGEKGDQGAMGSPGLHGGPGAKGEKGEMGEKGEMGDKGCCGDSGERGGKGQKGEGGMKGEKGSKGDSGMEGKSGRNGLPGAKGDPGIKGEKGELGP.... Result: 0 (no interaction). (3) The miRNA is hsa-miR-1266-3p with sequence CCCUGUUCUAUGCCCUGAGGGA. The protein sequence of the target gene is MGSRASTLLRDEELEEIKKETGFSHSQITRLYSRFTSLDKGENGTLSREDFQRIPELAINPLGDRIINAFFSEGEDQVNFRGFMRTLAHFRPIEDNEKSKDVNGPEPLNSRSNKLHFAFRLYDLDKDDKISRDELLQVLRMMVGVNISDEQLGSIADRTIQEADQDGDSAISFTEFVKVLEKVDVEQKMSIRFLH. Result: 0 (no interaction). (4) The miRNA is mmu-miR-411-5p with sequence UAGUAGACCGUAUAGCGUACG. The protein sequence of the target gene is MDFSKLPKIRDEDKESTFGYVHGVSGPVVTACDMAGAAMYELVRVGHSELVGEIIRLEGDMATIQVYEETSGVSVGDPVLRTGKPLSVELGPGIMGAIFDGIQRPLSDISSQTQSIYIPRGVNVSALSRDIKWEFIPSKNLRVGSHITGGDIYGIVNENSLIKHKIMLPPRNRGSVTYIAPPGNYDASDVVLELEFEGVKEKFSMVQVWPVRQVRPVTEKLPANHPLLTGQRVLDALFPCVQGGTTAIPGAFGCGKTVISQSLSKYSNSDVIIYVGCGERGNEMSEVLRDFPELTMEVDG.... Result: 0 (no interaction). (5) The miRNA is cel-miR-792-3p with sequence UUGAAAUCUCUUCAACUUUCAGA. The protein sequence of the target gene is MAESEAETPGTPGEFESKYFEFHGVRLPPFCRGKMEDIADFPVRPSDVWIVTYPKSGTSLLQEVVYLVSQGADPDEIGLMNIDEQLPVLEYPQPGLDIIKELTSPRLIKSHLPYRFLPSDLHNGDSKVIYMARNPKDLVVSYYQFHRSLRTMSYRGTFQEFCRRFMNDKLGYGSWFEHVQEFWEHRMDANVLFLKYEDMHRDLVTMVEQLARFLGVSCDKAQLESLIEHCHQLVDQCCNAEALPVGRGRVGLWKDIFTVSMNEKFDLVYKQKMGKCDLTFDFYL. Result: 0 (no interaction). (6) The miRNA is mmu-miR-670-5p with sequence AUCCCUGAGUGUAUGUGGUGAA. The protein sequence of the target gene is MHCERFLCVLRIIGTTLFGVSLLLGITAAYIVGYQFIQTDNYYFSFGLYGAFLASHLIIQSLFAFLEHRKMKKSLETPIKLNKTVALCIAAYQEDPDYLRKCLQSVKRLTYPGIKVVMVIDGNSDDDLYMMDIFSEVMGRDKSATYIWKNNFHEKGPGETEESHKESSQHVTQLVLSNKSICIMQKWGGKREVMYTAFRALGRSVDYVQVCDSDTMLDPASSVEMVKVLEEDPMVGGVGGDVQILNKYDSWISFLSSVRYWMAFNIERACQSYFGCVQCISGPLGMYRNSLLHEFVEDWY.... Result: 0 (no interaction).